This data is from Full USPTO retrosynthesis dataset with 1.9M reactions from patents (1976-2016). The task is: Predict the reactants needed to synthesize the given product. (1) Given the product [Cl:1][C:2]1[C:10]([N:11]([CH3:20])[S:12]([C:15]2[S:16][CH:17]=[CH:18][CH:19]=2)(=[O:14])=[O:13])=[C:9]2[C:5]([CH:6]=[C:7]([C:21]3[S:23][C:25]([CH2:26][OH:27])=[CH:28][N:22]=3)[NH:8]2)=[CH:4][CH:3]=1, predict the reactants needed to synthesize it. The reactants are: [Cl:1][C:2]1[C:10]([N:11]([CH3:20])[S:12]([C:15]2[S:16][CH:17]=[CH:18][CH:19]=2)(=[O:14])=[O:13])=[C:9]2[C:5]([CH:6]=[C:7]([C:21](=[S:23])[NH2:22])[NH:8]2)=[CH:4][CH:3]=1.Br[CH:25]([CH:28]=O)[CH:26]=[O:27].CN(C)C(=O)C. (2) Given the product [OH:58][C:51]1[C:50]([CH2:49][NH:48][C:4](=[O:6])[C:3]2[CH:2]=[CH:10][C:9]([CH2:11][O:12][C:13]3[CH:14]=[CH:15][CH:16]=[CH:17][CH:18]=3)=[CH:8][CH:7]=2)=[C:55]([CH3:56])[CH:54]=[C:53]([CH3:57])[N:52]=1, predict the reactants needed to synthesize it. The reactants are: C[C:2]1[CH:10]=[C:9]([CH2:11][O:12][C:13]2[CH:18]=[CH:17][CH:16]=[CH:15][CH:14]=2)[CH:8]=[CH:7][C:3]=1[C:4]([OH:6])=O.ON1C2C=CC=CC=2N=N1.Cl.C(N=C=NCCCN(C)C)C.C(N(CC)CC)C.[NH2:48][CH2:49][C:50]1[C:51]([OH:58])=[N:52][C:53]([CH3:57])=[CH:54][C:55]=1[CH3:56]. (3) Given the product [CH2:1]1[O:22][C:21]2[CH:20]=[CH:19][C:5]([CH2:6][NH:7][C:8]3[C:9]4[S:16][C:15]([C:23]5[CH:28]=[CH:27][CH:26]=[CH:25][CH:24]=5)=[C:14]([CH3:18])[C:10]=4[N:11]=[CH:12][N:13]=3)=[CH:4][C:3]=2[O:2]1, predict the reactants needed to synthesize it. The reactants are: [CH2:1]1[O:22][C:21]2[CH:20]=[CH:19][C:5]([CH2:6][NH:7][C:8]3[C:9]4[S:16][C:15](I)=[C:14]([CH3:18])[C:10]=4[N:11]=[CH:12][N:13]=3)=[CH:4][C:3]=2[O:2]1.[C:23]1(B(O)O)[CH:28]=[CH:27][CH:26]=[CH:25][CH:24]=1. (4) Given the product [Cl:16][C:17]1[N:18]=[C:19]([NH:1][C:2]2[CH:7]=[CH:6][CH:5]=[CH:4][C:3]=2[S:8]([CH:11]([CH3:13])[CH3:12])(=[O:10])=[O:9])[C:20]([C:24]([F:27])([F:25])[F:26])=[CH:21][N:22]=1, predict the reactants needed to synthesize it. The reactants are: [NH2:1][C:2]1[CH:7]=[CH:6][CH:5]=[CH:4][C:3]=1[S:8]([CH:11]([CH3:13])[CH3:12])(=[O:10])=[O:9].[H-].[Na+].[Cl:16][C:17]1[N:22]=[C:21](Cl)[C:20]([C:24]([F:27])([F:26])[F:25])=[CH:19][N:18]=1.